This data is from NCI-60 drug combinations with 297,098 pairs across 59 cell lines. The task is: Regression. Given two drug SMILES strings and cell line genomic features, predict the synergy score measuring deviation from expected non-interaction effect. (1) Drug 1: C1=CC=C(C(=C1)C(C2=CC=C(C=C2)Cl)C(Cl)Cl)Cl. Drug 2: CC1=C(C=C(C=C1)C(=O)NC2=CC(=CC(=C2)C(F)(F)F)N3C=C(N=C3)C)NC4=NC=CC(=N4)C5=CN=CC=C5. Cell line: MDA-MB-231. Synergy scores: CSS=-5.08, Synergy_ZIP=-0.734, Synergy_Bliss=-5.96, Synergy_Loewe=-16.2, Synergy_HSA=-8.54. (2) Drug 1: CC1=CC2C(CCC3(C2CCC3(C(=O)C)OC(=O)C)C)C4(C1=CC(=O)CC4)C. Drug 2: CC(C)NC(=O)C1=CC=C(C=C1)CNNC.Cl. Cell line: M14. Synergy scores: CSS=-3.46, Synergy_ZIP=4.15, Synergy_Bliss=4.50, Synergy_Loewe=0.379, Synergy_HSA=-0.584. (3) Drug 1: C1=NC2=C(N1)C(=S)N=C(N2)N. Drug 2: C1=NNC2=C1C(=O)NC=N2. Cell line: NCI-H460. Synergy scores: CSS=33.4, Synergy_ZIP=-2.31, Synergy_Bliss=-2.38, Synergy_Loewe=-19.8, Synergy_HSA=-2.46. (4) Drug 1: CN1CCC(CC1)COC2=C(C=C3C(=C2)N=CN=C3NC4=C(C=C(C=C4)Br)F)OC. Drug 2: C(CN)CNCCSP(=O)(O)O. Cell line: NCIH23. Synergy scores: CSS=5.41, Synergy_ZIP=-1.24, Synergy_Bliss=-2.91, Synergy_Loewe=-5.97, Synergy_HSA=-3.78. (5) Drug 1: C1=NC(=NC(=O)N1C2C(C(C(O2)CO)O)O)N. Drug 2: C1CN(CCN1C(=O)CCBr)C(=O)CCBr. Cell line: RXF 393. Synergy scores: CSS=17.6, Synergy_ZIP=-1.26, Synergy_Bliss=2.53, Synergy_Loewe=-5.18, Synergy_HSA=2.24. (6) Drug 1: CC1=C(C=C(C=C1)NC2=NC=CC(=N2)N(C)C3=CC4=NN(C(=C4C=C3)C)C)S(=O)(=O)N.Cl. Drug 2: CC1C(C(CC(O1)OC2CC(CC3=C2C(=C4C(=C3O)C(=O)C5=CC=CC=C5C4=O)O)(C(=O)C)O)N)O. Cell line: SF-268. Synergy scores: CSS=47.2, Synergy_ZIP=-5.84, Synergy_Bliss=-2.78, Synergy_Loewe=-1.81, Synergy_HSA=0.130.